From a dataset of Full USPTO retrosynthesis dataset with 1.9M reactions from patents (1976-2016). Predict the reactants needed to synthesize the given product. Given the product [O:31]([C:2]1[C:11]2[C:6](=[CH:7][C:8]([CH2:12][Br:41])=[CH:9][CH:10]=2)[CH:5]=[CH:4][N:3]=1)[C:25]1[CH:30]=[CH:29][CH:28]=[CH:27][CH:26]=1, predict the reactants needed to synthesize it. The reactants are: Cl[C:2]1[C:11]2[C:6](=[CH:7][C:8]([CH3:12])=[CH:9][CH:10]=2)[CH:5]=[CH:4][N:3]=1.CC1C=C2C(C=CNC2=O)=CC=1.[C:25]1([OH:31])[CH:30]=[CH:29][CH:28]=[CH:27][CH:26]=1.[OH-].[K+].C1C(=O)N([Br:41])C(=O)C1.C(OOC(=O)C1C=CC=CC=1)(=O)C1C=CC=CC=1.